From a dataset of Forward reaction prediction with 1.9M reactions from USPTO patents (1976-2016). Predict the product of the given reaction. (1) Given the reactants [N+:1]([C:4]1[CH:9]=[C:8]([C:10]([F:13])([F:12])[F:11])[CH:7]=[CH:6][C:5]=1[NH:14][CH:15](O)[CH3:16])([O-])=O.C1C[O:21]CC1, predict the reaction product. The product is: [NH2:1][C:4]1[CH:9]=[C:8]([C:10]([F:13])([F:12])[F:11])[CH:7]=[CH:6][C:5]=1[NH:14][CH2:15][CH2:16][OH:21]. (2) Given the reactants [C:1]([O:5][C:6]([N:8]1[CH2:15][CH2:14][CH2:13][C@H:9]1[C:10]([OH:12])=[O:11])=[O:7])([CH3:4])([CH3:3])[CH3:2].O1CCC[CH2:17]1.C(=O)([O-])[O-].[K+].[K+].CI, predict the reaction product. The product is: [N:8]1([C:6]([O:5][C:1]([CH3:4])([CH3:2])[CH3:3])=[O:7])[CH2:15][CH2:14][CH2:13][C@H:9]1[C:10]([O:12][CH3:17])=[O:11].